Dataset: M1 muscarinic receptor antagonist screen with 61,756 compounds. Task: Binary Classification. Given a drug SMILES string, predict its activity (active/inactive) in a high-throughput screening assay against a specified biological target. (1) The molecule is S(CCCC(=O)c1ccccc1)c1n(c(nn1)c1ccncc1)C. The result is 0 (inactive). (2) The compound is O=C(N1CC(CCC1)c1nc2n([nH]nc2c(=O)n1)Cc1c(ccc(c1)C)C)CC(C)C. The result is 0 (inactive). (3) The drug is O=c1n(c(=O)n(c2nc(n(c12)Cc1c2c(ccc1)cccc2)CN1CCC(CC1)C)C)C. The result is 0 (inactive). (4) The drug is O(C(=O)c1c2n(nc1)c(cc(n2)c1ccccc1)C)CC. The result is 0 (inactive). (5) The result is 0 (inactive). The molecule is O=C1Cc2c(N(c3c1cccc3)C(=O)N)cccc2. (6) The result is 1 (active). The drug is O(C(=O)c1c(NCc2ccccc2)nc(n2nc(cc2C)C)nc1)CC.